This data is from Reaction yield outcomes from USPTO patents with 853,638 reactions. The task is: Predict the reaction yield, written as a fraction of the theoretical maximum amount of product (1.0 means a 100% yield; for example, 0.34 means a 34% yield). (1) The reactants are CCN(C(C)C)C(C)C.[CH3:10][C:11]1[CH:16]=[CH:15][C:14]([C:17]2[O:18][C:19]([CH3:22])=[N:20][N:21]=2)=[CH:13][C:12]=1[C:23]1[CH:28]=[CH:27][C:26]([C:29]([OH:31])=O)=[CH:25][CH:24]=1.[CH3:32][N:33]([CH3:38])[CH2:34][CH2:35][CH2:36][NH2:37].CN(C(ON1N=NC2C=CC=CC1=2)=[N+](C)C)C.F[P-](F)(F)(F)(F)F.C1C=CC2N(O)N=NC=2C=1. The catalyst is CN(C=O)C. The product is [CH3:32][N:33]([CH2:34][CH2:35][CH2:36][NH:37][C:29]([C:26]1[CH:25]=[CH:24][C:23]([C:12]2[CH:13]=[C:14]([C:17]3[O:18][C:19]([CH3:22])=[N:20][N:21]=3)[CH:15]=[CH:16][C:11]=2[CH3:10])=[CH:28][CH:27]=1)=[O:31])[CH3:38]. The yield is 0.490. (2) The reactants are [C:1]([O:5][C:6]([N:8]1[CH2:13][CH:12]=[C:11]([C:14]2[N:19]=[C:18]([NH:20][C:21]3[N:26]=[CH:25][C:24]4[N:27]=[CH:28][N:29]([CH:30]([CH3:32])[CH3:31])[C:23]=4[CH:22]=3)[CH:17]=[CH:16][N:15]=2)[CH2:10][CH2:9]1)=[O:7])([CH3:4])([CH3:3])[CH3:2]. The catalyst is CCOC(C)=O.CO.[Pd]. The product is [C:1]([O:5][C:6]([N:8]1[CH2:9][CH2:10][CH:11]([C:14]2[N:19]=[C:18]([NH:20][C:21]3[N:26]=[CH:25][C:24]4[N:27]=[CH:28][N:29]([CH:30]([CH3:32])[CH3:31])[C:23]=4[CH:22]=3)[CH:17]=[CH:16][N:15]=2)[CH2:12][CH2:13]1)=[O:7])([CH3:4])([CH3:2])[CH3:3]. The yield is 0.650.